From a dataset of Catalyst prediction with 721,799 reactions and 888 catalyst types from USPTO. Predict which catalyst facilitates the given reaction. Reactant: [NH2:1][C:2]1[N:7]=[CH:6][C:5]([C:8]2[O:9][C:10]3[CH:16]=[C:15]([OH:17])[CH:14]=[CH:13][C:11]=3[N:12]=2)=[CH:4][CH:3]=1.[C:18]([Si:22](Cl)([CH3:24])[CH3:23])([CH3:21])([CH3:20])[CH3:19].N1C=CN=C1. Product: [Si:22]([O:17][C:15]1[CH:14]=[CH:13][C:11]2[N:12]=[C:8]([C:5]3[CH:4]=[CH:3][C:2]([NH2:1])=[N:7][CH:6]=3)[O:9][C:10]=2[CH:16]=1)([C:18]([CH3:21])([CH3:20])[CH3:19])([CH3:24])[CH3:23]. The catalyst class is: 3.